Predict the reactants needed to synthesize the given product. From a dataset of Full USPTO retrosynthesis dataset with 1.9M reactions from patents (1976-2016). (1) Given the product [Cl:58][C:37]1[C:38]([C:40]2[C:48]3[C:43](=[CH:44][CH:45]=[CH:46][CH:47]=3)[N:42]([S:49]([C:52]3[CH:53]=[CH:54][CH:55]=[CH:56][CH:57]=3)(=[O:50])=[O:51])[CH:41]=2)=[N:39][C:34]([NH:33][C:29]2[CH:28]=[C:27]([NH:26][S:23]([C:20]3[CH:19]=[CH:18][C:17]([NH:16][C:1](=[O:5])/[CH:2]=[CH:7]/[CH2:8][N:9]([CH3:13])[CH3:10])=[CH:22][CH:21]=3)(=[O:25])=[O:24])[CH:32]=[CH:31][CH:30]=2)=[N:35][CH:36]=1, predict the reactants needed to synthesize it. The reactants are: [C:1](Cl)(=[O:5])[C:2](Cl)=O.[CH3:7][CH2:8][N:9]([CH:13](C)C)[CH:10](C)C.[NH2:16][C:17]1[CH:22]=[CH:21][C:20]([S:23]([NH:26][C:27]2[CH:32]=[CH:31][CH:30]=[C:29]([NH:33][C:34]3[N:39]=[C:38]([C:40]4[C:48]5[C:43](=[CH:44][CH:45]=[CH:46][CH:47]=5)[N:42]([S:49]([C:52]5[CH:57]=[CH:56][CH:55]=[CH:54][CH:53]=5)(=[O:51])=[O:50])[CH:41]=4)[C:37]([Cl:58])=[CH:36][N:35]=3)[CH:28]=2)(=[O:25])=[O:24])=[CH:19][CH:18]=1. (2) Given the product [O:22]1[C@@H:12]2[C@@:13]34[CH2:23][CH2:24][NH:6][C@@H:7]([C@:8]3([OH:26])[CH2:9][CH2:10][C:11]2=[O:25])[CH2:20][C:19]2=[C:14]4[C:15]1=[C:16]([OH:21])[CH:17]=[CH:18]2, predict the reactants needed to synthesize it. The reactants are: C(OC([N:6]1[CH2:24][CH2:23][C@:13]23[C:14]4[C:15]5[O:22][C@H:12]2[C:11](=[O:25])[CH2:10][CH2:9][C@@:8]3([OH:26])[C@H:7]1[CH2:20][C:19]=4[CH:18]=[CH:17][C:16]=5[OH:21])=O)C.S(=O)(=O)(O)O. (3) Given the product [NH2:16][C:2]1[CH:3]=[C:4]2[C:8](=[CH:9][C:10]=1[N+:11]([O-:13])=[O:12])[C:7](=[O:14])[NH:6][C:5]2=[O:15], predict the reactants needed to synthesize it. The reactants are: Cl[C:2]1[CH:3]=[C:4]2[C:8](=[CH:9][C:10]=1[N+:11]([O-:13])=[O:12])[C:7](=[O:14])[NH:6][C:5]2=[O:15].[NH2:16]C(N)=O. (4) Given the product [C:1]([C:3]1[CH:11]=[CH:10][C:6]([C:7]([Cl:15])=[O:8])=[C:5]([CH3:12])[CH:4]=1)#[N:2], predict the reactants needed to synthesize it. The reactants are: [C:1]([C:3]1[CH:11]=[CH:10][C:6]([C:7](O)=[O:8])=[C:5]([CH3:12])[CH:4]=1)#[N:2].S(Cl)([Cl:15])=O.CN(C)C=O.